This data is from Catalyst prediction with 721,799 reactions and 888 catalyst types from USPTO. The task is: Predict which catalyst facilitates the given reaction. (1) Reactant: [Cl:1][C:2]1[CH:3]=[N+:4]([O-:27])[CH:5]=[C:6]([Cl:26])[C:7]=1[CH2:8][C@@H:9]([C:11]1[CH:16]=[CH:15][C:14]([O:17][CH:18]([F:20])[F:19])=[C:13]([O:21][CH2:22][CH:23]2[CH2:25][CH2:24]2)[CH:12]=1)[OH:10].[CH3:28][O:29][C:30]1[CH:31]=[C:32]2[C:36](=[CH:37][CH:38]=1)[N:35]([CH2:39][C:40](O)=[O:41])[C:34](=[O:43])[C:33]2=[O:44].C(Cl)CCl. The catalyst class is: 79. Product: [Cl:1][C:2]1[CH:3]=[N+:4]([O-:27])[CH:5]=[C:6]([Cl:26])[C:7]=1[CH2:8][C@@H:9]([C:11]1[CH:16]=[CH:15][C:14]([O:17][CH:18]([F:20])[F:19])=[C:13]([O:21][CH2:22][CH:23]2[CH2:25][CH2:24]2)[CH:12]=1)[O:10][C:40](=[O:41])[CH2:39][N:35]1[C:36]2[C:32](=[CH:31][C:30]([O:29][CH3:28])=[CH:38][CH:37]=2)[C:33](=[O:44])[C:34]1=[O:43]. (2) Reactant: [CH2:1]([O:8][N:9]1[C:15](=[O:16])[N:14]2[CH2:17][CH:10]1[CH2:11][CH2:12][CH:13]2[C:18]([OH:20])=O)[C:2]1[CH:7]=[CH:6][CH:5]=[CH:4][CH:3]=1.[C:21]([NH:29][NH2:30])(=[O:28])[C:22]1[CH:27]=[CH:26][CH:25]=[CH:24][CH:23]=1.[I-].ClC1C=CC=C[N+]=1C.C(=O)(O)[O-].[Na+]. Product: [C:21]([NH:29][NH:30][C:18]([CH:13]1[CH2:12][CH2:11][CH:10]2[CH2:17][N:14]1[C:15](=[O:16])[N:9]2[O:8][CH2:1][C:2]1[CH:3]=[CH:4][CH:5]=[CH:6][CH:7]=1)=[O:20])(=[O:28])[C:22]1[CH:27]=[CH:26][CH:25]=[CH:24][CH:23]=1. The catalyst class is: 571. (3) Product: [Br:2][C:3]1[C:4]2[NH:9][C:12]3[CH2:17][CH2:16][NH:15][CH2:14][C:13]=3[C:5]=2[CH:6]=[CH:7][CH:8]=1. Reactant: Cl.[Br:2][C:3]1[CH:8]=[CH:7][CH:6]=[CH:5][C:4]=1[NH:9]N.O=[C:12]1[CH2:17][CH2:16][N:15](C(OCCCC)=O)[CH2:14][CH2:13]1.Cl. The catalyst class is: 15. (4) Reactant: [C:1]1([C@@H:7](O)[CH3:8])[CH:6]=[CH:5][CH:4]=[CH:3][CH:2]=1.CS(Cl)(=O)=O.S([O-])(=O)(=O)C.[CH3:20][C@@H:21]1[CH2:26][NH:25][CH2:24][CH2:23][NH:22]1. Product: [CH3:20][C@H:21]1[NH:22][CH2:23][CH2:24][N:25]([C@@H:7]([C:1]2[CH:6]=[CH:5][CH:4]=[CH:3][CH:2]=2)[CH3:8])[CH2:26]1. The catalyst class is: 513. (5) Reactant: Br[C:2]1[CH:7]=[CH:6][C:5]([F:8])=[CH:4][N:3]=1.[CH3:9][Sn:10]([CH3:16])([CH3:15])[Sn:10]([CH3:16])([CH3:15])[CH3:9].[SnH4]. Product: [F:8][C:5]1[CH:6]=[CH:7][C:2]([Sn:10]([CH3:16])([CH3:15])[CH3:9])=[N:3][CH:4]=1. The catalyst class is: 77. (6) Reactant: [CH3:1][O:2][C:3]1[CH:8]=[CH:7][C:6]([C:9]2[C:13]3[CH2:14][C:15]4[S:16][C:17]([C:20]5[CH:25]=[CH:24][N:23]=[CH:22][CH:21]=5)=[CH:18][C:19]=4[C:12]=3[N:11](COCC[Si](C)(C)C)[N:10]=2)=[CH:5][CH:4]=1.Cl. Product: [CH3:1][O:2][C:3]1[CH:4]=[CH:5][C:6]([C:9]2[C:13]3[CH2:14][C:15]4[S:16][C:17]([C:20]5[CH:21]=[CH:22][N:23]=[CH:24][CH:25]=5)=[CH:18][C:19]=4[C:12]=3[NH:11][N:10]=2)=[CH:7][CH:8]=1. The catalyst class is: 5.